This data is from Peptide-MHC class II binding affinity with 134,281 pairs from IEDB. The task is: Regression. Given a peptide amino acid sequence and an MHC pseudo amino acid sequence, predict their binding affinity value. This is MHC class II binding data. (1) The peptide sequence is ANWIEIMRIKKLTIT. The MHC is DRB1_1001 with pseudo-sequence DRB1_1001. The binding affinity (normalized) is 0.566. (2) The peptide sequence is NGPMAVSMTGVMRGN. The MHC is HLA-DQA10303-DQB10402 with pseudo-sequence HLA-DQA10303-DQB10402. The binding affinity (normalized) is 0.242.